Task: Predict the product of the given reaction.. Dataset: Forward reaction prediction with 1.9M reactions from USPTO patents (1976-2016) (1) Given the reactants [CH3:1][O:2][C:3]([C:5]1[C:6]([CH3:29])=[CH:7][C:8]([CH3:28])=[C:9]([C:11]2[NH:27][C:14]3[CH2:15][CH2:16][N:17](C(OC(C)(C)C)=O)[CH2:18][CH2:19][C:13]=3[N:12]=2)[CH:10]=1)=[O:4].FC(F)(F)C(O)=O.C([O-])(O)=O.[Na+], predict the reaction product. The product is: [NH:12]1[C:13]2[CH2:19][CH2:18][NH:17][CH2:16][CH2:15][C:14]=2[N:27]=[C:11]1[C:9]1[C:8]([CH3:28])=[CH:7][C:6]([CH3:29])=[C:5]([CH:10]=1)[C:3]([O:2][CH3:1])=[O:4]. (2) Given the reactants [C:1]([O:5][C:6]([NH:8][C:9]1[S:10][CH:11]=[C:12]([C:14]([OH:16])=O)[N:13]=1)=[O:7])([CH3:4])([CH3:3])[CH3:2].Cl.[CH3:18][NH:19][O:20][CH3:21].Cl.CN(C)CCCN=C=NCC.O.ON1C2C=CC=CC=2N=N1.C(N(CC)CC)C, predict the reaction product. The product is: [C:1]([O:5][C:6](=[O:7])[NH:8][C:9]1[S:10][CH:11]=[C:12]([C:14](=[O:16])[N:19]([O:20][CH3:21])[CH3:18])[N:13]=1)([CH3:2])([CH3:3])[CH3:4].